The task is: Predict which catalyst facilitates the given reaction.. This data is from Catalyst prediction with 721,799 reactions and 888 catalyst types from USPTO. Reactant: Br[C:2]1[N:7]=[C:6]([C:8](NC)=O)[CH:5]=[CH:4][CH:3]=1.C[Sn](C)C.C[Sn](C)C.BrC1[CH:22]=[N:23][N:24]2[CH:29]=[CH:28][C:27]([C:30]([N:32]([C:37]3[CH:42]=[CH:41][C:40]([C:43]#[N:44])=[CH:39][N:38]=3)[CH:33]3[CH2:36][CH2:35][CH2:34]3)=[O:31])=[CH:26][C:25]=12. Product: [C:43]([C:40]1[CH:41]=[CH:42][C:37]([N:32]([CH:33]2[CH2:34][CH2:35][CH2:36]2)[C:30]([C:27]2[CH:26]=[CH:25][N:24]3[N:23]=[CH:22][C:8]([C:6]4[CH:5]=[CH:4][C:3]([C:30](=[O:31])[NH:32][CH3:33])=[CH:2][N:7]=4)=[C:29]3[CH:28]=2)=[O:31])=[N:38][CH:39]=1)#[N:44]. The catalyst class is: 104.